Predict the reaction yield, written as a fraction of the theoretical maximum amount of product (1.0 means a 100% yield; for example, 0.34 means a 34% yield). From a dataset of Reaction yield outcomes from USPTO patents with 853,638 reactions. (1) The reactants are [CH3:1][C:2]1[CH:7]=[C:6]([CH3:8])[N:5]=[C:4]([NH:9][C:10]2[CH:15]=[CH:14][C:13]([CH2:16][CH2:17]C(O)=O)=[CH:12][CH:11]=2)[C:3]=1[N+:21]([O-:23])=[O:22].C1(P(N=[N+]=[N-])(C2C=CC=CC=2)=[O:31])C=CC=CC=1.C([N:43]([CH2:46]C)CC)C.[C:48]1([OH:54])[CH:53]=[CH:52][CH:51]=[CH:50][CH:49]=1. The catalyst is O1CCOCC1. The product is [CH3:1][C:2]1[CH:7]=[C:6]([CH3:8])[N:5]=[C:4]([NH:9][C:10]2[CH:11]=[CH:12][C:13]([CH2:16][CH2:17][NH:43][C:46](=[O:31])[O:54][C:48]3[CH:53]=[CH:52][CH:51]=[CH:50][CH:49]=3)=[CH:14][CH:15]=2)[C:3]=1[N+:21]([O-:23])=[O:22]. The yield is 0.770. (2) The reactants are [NH:1]([C:37]([CH2:39][CH2:40][CH2:41][CH2:42][CH2:43][CH2:44][CH3:45])=[O:38])[C@H:2]([C:18]([NH:20][C@H:21]([C:26]([N:28]1[CH2:36][CH2:35][CH2:34][C@H:29]1[C:30]([O:32]C)=[O:31])=[O:27])[CH2:22][CH:23]([CH3:25])[CH3:24])=[O:19])[CH2:3][C:4]1[CH:9]=[CH:8][C:7]([O:10][CH2:11][C:12]2[CH:17]=[CH:16][CH:15]=[CH:14][CH:13]=2)=[CH:6][CH:5]=1.O.O.[OH-].[Li+].Cl. The catalyst is C1COCC1. The product is [NH:1]([C:37]([CH2:39][CH2:40][CH2:41][CH2:42][CH2:43][CH2:44][CH3:45])=[O:38])[C@H:2]([C:18]([NH:20][C@H:21]([C:26]([N:28]1[CH2:36][CH2:35][CH2:34][C@H:29]1[C:30]([OH:32])=[O:31])=[O:27])[CH2:22][CH:23]([CH3:25])[CH3:24])=[O:19])[CH2:3][C:4]1[CH:9]=[CH:8][C:7]([O:10][CH2:11][C:12]2[CH:13]=[CH:14][CH:15]=[CH:16][CH:17]=2)=[CH:6][CH:5]=1. The yield is 0.940. (3) The reactants are [F:1][C:2]1[CH:29]=[CH:28][C:27]([O:30][C:31]([F:34])([F:33])[F:32])=[CH:26][C:3]=1[CH2:4][C:5]1[NH:13][C:12]2[C:11](=[O:14])[N:10]([CH2:15][C:16]3[CH:21]=[CH:20][C:19]([O:22][CH3:23])=[CH:18][CH:17]=3)[C:9](=[O:24])[N:8]([CH3:25])[C:7]=2[N:6]=1.Br[CH2:36][C:37]1[CH:42]=[CH:41][C:40]([Cl:43])=[CH:39][CH:38]=1.C(=O)([O-])[O-].[K+].[K+]. The catalyst is CN(C=O)C. The product is [Cl:43][C:40]1[CH:41]=[CH:42][C:37]([CH2:36][N:13]2[C:12]3[C:11](=[O:14])[N:10]([CH2:15][C:16]4[CH:17]=[CH:18][C:19]([O:22][CH3:23])=[CH:20][CH:21]=4)[C:9](=[O:24])[N:8]([CH3:25])[C:7]=3[N:6]=[C:5]2[CH2:4][C:3]2[CH:26]=[C:27]([O:30][C:31]([F:32])([F:34])[F:33])[CH:28]=[CH:29][C:2]=2[F:1])=[CH:38][CH:39]=1. The yield is 0.843. (4) The reactants are [CH3:1][O:2][C:3]([C:5]1([C:8]2[CH:13]=[CH:12][C:11]([OH:14])=[C:10]([OH:15])[CH:9]=2)[CH2:7][CH2:6]1)=[O:4].CC1C=[CH:19][C:20](S(O)(=O)=O)=[CH:21][CH:22]=1.C1(=O)CCC1. The catalyst is C1(C)C=CC=CC=1. The product is [C:19]12([O:14][C:11]3[CH:12]=[CH:13][C:8]([C:5]4([C:3]([O:2][CH3:1])=[O:4])[CH2:7][CH2:6]4)=[CH:9][C:10]=3[O:15]1)[CH2:20][CH2:21][CH2:22]2. The yield is 0.500. (5) The reactants are [Cl:1][C:2]1[CH:7]=[CH:6][C:5]([S:8](Cl)(=[O:10])=[O:9])=[CH:4][N:3]=1.Cl.[F:13][CH2:14][CH:15]([NH2:18])[CH2:16][F:17]. The catalyst is N1C=CC=CC=1.C(OCC)(=O)C. The product is [Cl:1][C:2]1[N:3]=[CH:4][C:5]([S:8]([NH:18][CH:15]([CH2:16][F:17])[CH2:14][F:13])(=[O:10])=[O:9])=[CH:6][CH:7]=1. The yield is 0.700. (6) The reactants are BrC[C:3]1[CH:12]=[CH:11][C:6]([C:7]([O:9][CH3:10])=[O:8])=[CH:5][CH:4]=1.[F:13][C:14]1[CH:15]=[C:16](B(O)O)[CH:17]=[CH:18][CH:19]=1.[CH:23](N(CC)C(C)C)(C)C.ClCCl. The catalyst is O.C(COC)OC.C1C=CC(P(C2C=CC=CC=2)[C-]2C=CC=C2)=CC=1.C1C=CC(P(C2C=CC=CC=2)[C-]2C=CC=C2)=CC=1.Cl[Pd]Cl.[Fe+2]. The product is [F:13][C:14]1[CH:15]=[C:16]([CH:17]=[CH:18][CH:19]=1)[CH2:23][C:12]1[CH:11]=[C:6]([CH:5]=[CH:4][CH:3]=1)[C:7]([O:9][CH3:10])=[O:8]. The yield is 0.850. (7) The reactants are [CH2:1]([N:5]1[CH2:10][CH2:9][N:8]([C:11]2[CH:16]=[CH:15][C:14]([N+:17]([O-])=O)=[CH:13][N:12]=2)[CH2:7][CH2:6]1)[CH:2]([CH3:4])[CH3:3].[H][H]. The catalyst is CO.[Pd]. The product is [CH2:1]([N:5]1[CH2:10][CH2:9][N:8]([C:11]2[N:12]=[CH:13][C:14]([NH2:17])=[CH:15][CH:16]=2)[CH2:7][CH2:6]1)[CH:2]([CH3:4])[CH3:3]. The yield is 0.950.